This data is from Reaction yield outcomes from USPTO patents with 853,638 reactions. The task is: Predict the reaction yield, written as a fraction of the theoretical maximum amount of product (1.0 means a 100% yield; for example, 0.34 means a 34% yield). (1) The reactants are Cl[C:2]1[N:7]=[C:6]([C:8]2[CH:16]=[CH:15][C:11]([C:12]([OH:14])=[O:13])=[CH:10][CH:9]=2)[CH:5]=[C:4]([S:17][CH3:18])[C:3]=1[C:19]#[N:20].[CH3:21][O:22][C:23]1[CH:24]=[C:25]2[C:30](=[CH:31][CH:32]=1)[CH:29]=[C:28](B(O)O)[CH:27]=[CH:26]2.P([O-])([O-])([O-])=O.[K+].[K+].[K+]. The catalyst is CN(C)C(=O)C.CCOC(C)=O.C1(P(C2C=CC=CC=2)C2C=CC=CC=2)C=CC=CC=1.C1(P(C2C=CC=CC=2)C2C=CC=CC=2)C=CC=CC=1.C1(P(C2C=CC=CC=2)C2C=CC=CC=2)C=CC=CC=1.C1(P(C2C=CC=CC=2)C2C=CC=CC=2)C=CC=CC=1.[Pd]. The product is [C:19]([C:3]1[C:4]([S:17][CH3:18])=[CH:5][C:6]([C:8]2[CH:16]=[CH:15][C:11]([C:12]([OH:14])=[O:13])=[CH:10][CH:9]=2)=[N:7][C:2]=1[C:28]1[CH:27]=[CH:26][C:25]2[C:30](=[CH:31][CH:32]=[C:23]([O:22][CH3:21])[CH:24]=2)[CH:29]=1)#[N:20]. The yield is 0.510. (2) The reactants are C([O:8][C@@H:9]1[C@@H:49]([O:50]CC2C=CC=CC=2)[C@H:48]([O:58][C@@H:59]2[O:88][C@H:87]([CH3:89])[C@@H:78]([O:79]CC3C=CC=CC=3)[C@H:69]([O:70]CC3C=CC=CC=3)[C@H:60]2[O:61]CC2C=CC=CC=2)[C@@H:47]([CH2:90][O:91]CC2C=CC=CC=2)[O:46][C@@H:10]1[O:11][C@@H:12]1[C@@H:19]2[C@@H:15]([N:16](C(OCC3C=CC=CC=3)=O)[O:17][CH2:18]2)[C@H:14]([O:30]CC2C=CC=CC=2)[C@@H:13]1[O:38]CC1C=CC=CC=1)C1C=CC=CC=1.C(OCC)(=O)C.Cl. The catalyst is CO.[OH-].[Pd+2].[OH-].[C]. The product is [C@@H:59]1([O:58][C@@H:48]2[C@@H:47]([CH2:90][OH:91])[O:46][C@H:10]([O:11][C@@H:12]3[C@@H:19]([CH2:18][OH:17])[C@@H:15]([NH2:16])[C@H:14]([OH:30])[C@H:13]3[OH:38])[C@H:9]([OH:8])[C@H:49]2[OH:50])[O:88][C@H:87]([CH3:89])[C@@H:78]([OH:79])[C@H:69]([OH:70])[C@H:60]1[OH:61]. The yield is 0.730. (3) The reactants are [OH:1][C:2]1[CH:9]=[CH:8][C:7]([C:10]([CH3:14])([CH2:12][CH3:13])[CH3:11])=[CH:6][C:3]=1[CH:4]=[O:5].[OH:15]C1C=CC(C(F)(F)F)=CC=1C=O. No catalyst specified. The product is [OH:1][C:2]1[CH:9]=[CH:8][C:7]([C:10]([CH3:14])([CH2:12][CH3:13])[CH3:11])=[CH:6][C:3]=1[C:4]([OH:15])=[O:5]. The yield is 0.374. (4) The reactants are [CH3:1][C:2]1[CH:7]=[CH:6][C:5]([S:8]([O:11][C:12]2[CH:17]=[CH:16][C:15]([NH2:18])=[C:14]([CH2:19][CH:20]=[C:21]([CH3:23])[CH3:22])[CH:13]=2)(=[O:10])=[O:9])=[CH:4][CH:3]=1.C(=O)([O-])[O-].[Na+].[Na+].[I:30]I.S([O-])([O-])(=O)=S.[Na+].[Na+]. The catalyst is ClCCl. The product is [CH3:1][C:2]1[CH:7]=[CH:6][C:5]([S:8]([O:11][C:12]2[CH:13]=[C:14]3[C:15](=[CH:16][CH:17]=2)[NH:18][C:21]([CH3:23])([CH3:22])[CH:20]([I:30])[CH2:19]3)(=[O:10])=[O:9])=[CH:4][CH:3]=1. The yield is 0.950. (5) The reactants are [I:1][C:2]1[CH:10]=[CH:9][C:5]([C:6]([OH:8])=O)=[CH:4][CH:3]=1.CCN(C(C)C)C(C)C.[CH3:20][NH:21][CH:22]1[CH2:27][CH2:26][N:25]([CH3:28])[CH2:24][CH2:23]1.O. The catalyst is CN(C=O)C. The product is [I:1][C:2]1[CH:3]=[CH:4][C:5]([C:6]([N:21]([CH3:20])[CH:22]2[CH2:27][CH2:26][N:25]([CH3:28])[CH2:24][CH2:23]2)=[O:8])=[CH:9][CH:10]=1. The yield is 0.830. (6) The reactants are [CH2:1]([O:8][C@@H:9]1[C@@H:13]([CH2:14][O:15][CH2:16][C:17]2[CH:22]=[CH:21][CH:20]=[CH:19][CH:18]=2)[O:12][C@H:11]([O:23][CH3:24])/[C:10]/1=[N:25]\[S:26]([C:28]([CH3:31])([CH3:30])[CH3:29])=[O:27])[C:2]1[CH:7]=[CH:6][CH:5]=[CH:4][CH:3]=1.[CH3:32][Li]. The catalyst is C1COCC1. The product is [CH2:1]([O:8][C@@H:9]1[C@@H:13]([CH2:14][O:15][CH2:16][C:17]2[CH:18]=[CH:19][CH:20]=[CH:21][CH:22]=2)[O:12][C@H:11]([O:23][CH3:24])[C@@:10]1([NH:25][S:26]([C:28]([CH3:31])([CH3:30])[CH3:29])=[O:27])[CH3:32])[C:2]1[CH:7]=[CH:6][CH:5]=[CH:4][CH:3]=1. The yield is 0.340.